The task is: Predict which catalyst facilitates the given reaction.. This data is from Catalyst prediction with 721,799 reactions and 888 catalyst types from USPTO. (1) Reactant: [F:1][C:2]([F:25])([F:24])[C:3]1[CH:19]=[C:18]([C:20]([F:23])([F:22])[F:21])[CH:17]=[CH:16][C:4]=1[CH2:5][O:6][C:7]1[CH:14]=[CH:13][C:10]([CH:11]=[O:12])=[CH:9][C:8]=1[OH:15].C(=O)([O-])[O-].[K+].[K+].Br[CH:33]([CH3:35])[CH3:34].O. Product: [F:1][C:2]([F:24])([F:25])[C:3]1[CH:19]=[C:18]([C:20]([F:23])([F:22])[F:21])[CH:17]=[CH:16][C:4]=1[CH2:5][O:6][C:7]1[CH:14]=[CH:13][C:10]([CH:11]=[O:12])=[CH:9][C:8]=1[O:15][CH:33]([CH3:35])[CH3:34]. The catalyst class is: 3. (2) The catalyst class is: 22. Reactant: [CH:1]1([N:7]([CH3:21])[C:8]([N:10]2[CH:14]=[C:13]([C:15]3[CH:16]=[N:17][CH:18]=[CH:19][CH:20]=3)[N:12]=[CH:11]2)=[O:9])[CH2:6][CH2:5][CH2:4][CH2:3][CH2:2]1.ClC1C=C(C=CC=1)C(OO)=[O:27]. Product: [CH:1]1([N:7]([CH3:21])[C:8]([N:10]2[CH:14]=[C:13]([C:15]3[CH:16]=[N+:17]([O-:27])[CH:18]=[CH:19][CH:20]=3)[N:12]=[CH:11]2)=[O:9])[CH2:2][CH2:3][CH2:4][CH2:5][CH2:6]1. (3) Reactant: [NH2:1][CH2:2][C:3]1[CH:8]=[CH:7][C:6]([C:9]2[CH:14]=[C:13]([N+:15]([O-])=O)[CH:12]=[CH:11][C:10]=2[O:18][CH3:19])=[CH:5][CH:4]=1.[H][H]. Product: [NH2:1][CH2:2][C:3]1[CH:4]=[CH:5][C:6]([C:9]2[CH:14]=[C:13]([CH:12]=[CH:11][C:10]=2[O:18][CH3:19])[NH2:15])=[CH:7][CH:8]=1. The catalyst class is: 19. (4) Reactant: [Cl:1][C:2]1[N:10]=[CH:9][CH:8]=[CH:7][C:3]=1[C:4](O)=[O:5].S(Cl)(Cl)=O.[BH4-].[Na+].[Na+].[Cl-]. Product: [Cl:1][C:2]1[C:3]([CH2:4][OH:5])=[CH:7][CH:8]=[CH:9][N:10]=1. The catalyst class is: 6. (5) Reactant: [CH3:1][N:2]([CH2:10][C@H:11]1[CH2:15][CH2:14][N:13](C(OCC2C=CC=CC=2)=O)[CH2:12]1)[C:3]([O:5][C:6]([CH3:9])([CH3:8])[CH3:7])=[O:4]. Product: [CH3:1][N:2]([CH2:10][C@H:11]1[CH2:15][CH2:14][NH:13][CH2:12]1)[C:3](=[O:4])[O:5][C:6]([CH3:9])([CH3:7])[CH3:8]. The catalyst class is: 43.